From a dataset of Catalyst prediction with 721,799 reactions and 888 catalyst types from USPTO. Predict which catalyst facilitates the given reaction. (1) Reactant: [P:1]([O:19][C:20]1[CH:25]=[C:24]([O:26]CC2C=CC=CC=2)[C:23]([C:34]2[N:38]([C:39]3[CH:40]=[N:41][C:42]([N:45]4[CH2:50][CH2:49][O:48][CH2:47][CH2:46]4)=[CH:43][CH:44]=3)[C:37]([OH:51])=[N:36][N:35]=2)=[CH:22][C:21]=1[CH:52]([CH3:54])[CH3:53])([O:11]CC1C=CC=CC=1)([O:3]CC1C=CC=CC=1)=[O:2]. Product: [P:1]([OH:3])([OH:11])([O:19][C:20]1[CH:25]=[C:24]([OH:26])[C:23]([C:34]2[N:38]([C:39]3[CH:40]=[N:41][C:42]([N:45]4[CH2:50][CH2:49][O:48][CH2:47][CH2:46]4)=[CH:43][CH:44]=3)[C:37]([OH:51])=[N:36][N:35]=2)=[CH:22][C:21]=1[CH:52]([CH3:54])[CH3:53])=[O:2]. The catalyst class is: 19. (2) Reactant: [F:1][C:2]1[C:7]([OH:8])=[C:6]([F:9])[C:5]([F:10])=[C:4]([F:11])[C:3]=1[F:12].[O:13]=[C:14]1[NH:18][CH2:17][CH:16]([C:19](O)=[O:20])[CH2:15]1. Product: [F:1][C:2]1[C:7]([O:8][C:19]([CH:16]2[CH2:15][C:14](=[O:13])[NH:18][CH2:17]2)=[O:20])=[C:6]([F:9])[C:5]([F:10])=[C:4]([F:11])[C:3]=1[F:12]. The catalyst class is: 13. (3) Reactant: [CH2:1]([O:3][C:4]([C:6]1[CH:7]=[C:8]([CH:12]=[C:13]([CH2:15][OH:16])[CH:14]=1)[C:9]([OH:11])=O)=[O:5])[CH3:2].C(Cl)CCl.C(N(C(C)C)CC)(C)C.[CH2:30]([NH:33][CH2:34][CH2:35][CH3:36])[CH2:31][CH3:32]. Product: [CH2:30]([N:33]([CH2:34][CH2:35][CH3:36])[C:9]([C:8]1[CH:7]=[C:6]([CH:14]=[C:13]([CH2:15][OH:16])[CH:12]=1)[C:4]([O:3][CH2:1][CH3:2])=[O:5])=[O:11])[CH2:31][CH3:32]. The catalyst class is: 3. (4) Reactant: [NH2:1][C:2]1[N:3]=[C:4]([Cl:32])[C:5]2[CH:10]=[CH:9][N:8]([C@@H:11]3[O:22][C@H:21]([CH2:23][O:24]C4CCCCO4)[C@@H:13]([O:14]C4CCCCO4)[C@H:12]3[F:31])[C:6]=2[N:7]=1.C1(C)C=CC(S([O-])(=O)=O)=CC=1.[NH+]1C=CC=CC=1. Product: [NH2:1][C:2]1[N:3]=[C:4]([Cl:32])[C:5]2[CH:10]=[CH:9][N:8]([C@@H:11]3[O:22][C@H:21]([CH2:23][OH:24])[C@@H:13]([OH:14])[C@H:12]3[F:31])[C:6]=2[N:7]=1. The catalyst class is: 14. (5) Reactant: [F:1][C:2]1[CH:3]=[C:4]([NH:9][CH:10]([C:12]2[CH:13]=[C:14]([C:30]([OH:32])=O)[CH:15]=[C:16]3[C:21]=2[O:20][C:19]([N:22]2[CH2:27][CH2:26][O:25][CH2:24][C@@H:23]2[CH3:28])=[CH:18][C:17]3=[O:29])[CH3:11])[CH:5]=[C:6]([F:8])[CH:7]=1.[CH3:33][NH:34][CH3:35].CN1CCOCC1. Product: [F:8][C:6]1[CH:5]=[C:4]([NH:9][CH:10]([C:12]2[CH:13]=[C:14]([C:30]([N:34]([CH3:35])[CH3:33])=[O:32])[CH:15]=[C:16]3[C:21]=2[O:20][C:19]([N:22]2[CH2:27][CH2:26][O:25][CH2:24][C@@H:23]2[CH3:28])=[CH:18][C:17]3=[O:29])[CH3:11])[CH:3]=[C:2]([F:1])[CH:7]=1. The catalyst class is: 3. (6) Reactant: [C:1]([C:4]1[CH:5]=[CH:6][C:7]([NH:10][C:11](=[O:28])[CH:12]([NH:16][C:17](=[O:27])[CH2:18][C:19]2[CH:24]=[C:23]([F:25])[CH:22]=[C:21]([F:26])[CH:20]=2)[CH2:13][CH2:14][CH3:15])=[N:8][CH:9]=1)(=O)[CH3:2].[NH:29]1[CH2:34][CH2:33][O:32][CH2:31][CH2:30]1.C(O[BH-](OC(=O)C)OC(=O)C)(=O)C.[Na+].C([BH3-])#N.[Na+]. Product: [N:29]1([CH:1]([C:4]2[CH:5]=[CH:6][C:7]([NH:10][C:11](=[O:28])[CH:12]([NH:16][C:17](=[O:27])[CH2:18][C:19]3[CH:24]=[C:23]([F:25])[CH:22]=[C:21]([F:26])[CH:20]=3)[CH2:13][CH2:14][CH3:15])=[N:8][CH:9]=2)[CH3:2])[CH2:34][CH2:33][O:32][CH2:31][CH2:30]1. The catalyst class is: 15. (7) Reactant: [N:1]1[CH:6]=[CH:5][N:4]=[CH:3][C:2]=1[N:7]1[CH2:12][CH2:11][N:10]([C:13]([O:15][C:16]([CH3:19])([CH3:18])[CH3:17])=[O:14])[CH2:9][CH2:8]1.[Br:20]N1C(=O)CCC1=O. Product: [Br:20][C:5]1[N:4]=[CH:3][C:2]([N:7]2[CH2:8][CH2:9][N:10]([C:13]([O:15][C:16]([CH3:19])([CH3:18])[CH3:17])=[O:14])[CH2:11][CH2:12]2)=[N:1][CH:6]=1. The catalyst class is: 10. (8) Reactant: [Cl:1][C:2]1[CH:22]=[CH:21][CH:20]=[C:19]([C:23]([F:26])([F:25])[F:24])[C:3]=1[C:4]([N:6]1[C:14]2[C:9](=[CH:10][CH:11]=[C:12]([C:15](O)=[O:16])[CH:13]=2)[C:8]([I:18])=[N:7]1)=[O:5].O[N:28]=[C:29]([NH2:31])[CH3:30].CN(C(ON1N=NC2C=CC=NC1=2)=[N+](C)C)C.F[P-](F)(F)(F)(F)F.CCN(C(C)C)C(C)C. Product: [Cl:1][C:2]1[CH:22]=[CH:21][CH:20]=[C:19]([C:23]([F:24])([F:26])[F:25])[C:3]=1[C:4]([N:6]1[C:14]2[C:9](=[CH:10][CH:11]=[C:12]([C:15]3[O:16][N:31]=[C:29]([CH3:30])[N:28]=3)[CH:13]=2)[C:8]([I:18])=[N:7]1)=[O:5]. The catalyst class is: 2. (9) Reactant: [Br:1][C:2]1[CH:3]=[N:4][N:5]2[CH:10]=[CH:9][C:8](Cl)=[N:7][C:6]=12.[CH2:12]([N:14](CC)[CH2:15][CH3:16])[CH3:13].N1CCCC1.C(=O)([O-])O.[Na+]. Product: [Br:1][C:2]1[CH:3]=[N:4][N:5]2[CH:10]=[CH:9][C:8]([N:14]3[CH2:15][CH2:16][CH2:13][CH2:12]3)=[N:7][C:6]=12. The catalyst class is: 16.